From a dataset of Full USPTO retrosynthesis dataset with 1.9M reactions from patents (1976-2016). Predict the reactants needed to synthesize the given product. (1) Given the product [CH3:25][N:23]([CH3:24])[C:22]([C:12]1[N:11]([C:27]2[CH:28]=[CH:29][C:30]([O:33][CH2:34][CH2:35][CH2:36][N:37]3[CH2:38][CH2:39][O:40][CH2:41][CH2:42]3)=[CH:31][CH:32]=2)[C:10]([C:43]([O:45][CH2:46][CH3:47])=[O:44])=[C:9]([OH:8])[C:13]=1[OH:14])=[O:26], predict the reactants needed to synthesize it. The reactants are: C([O:8][C:9]1[C:13]([O:14]CC2C=CC=CC=2)=[C:12]([C:22](=[O:26])[N:23]([CH3:25])[CH3:24])[N:11]([C:27]2[CH:32]=[CH:31][C:30]([O:33][CH2:34][CH2:35][CH2:36][N:37]3[CH2:42][CH2:41][O:40][CH2:39][CH2:38]3)=[CH:29][CH:28]=2)[C:10]=1[C:43]([O:45][CH2:46][CH3:47])=[O:44])C1C=CC=CC=1. (2) Given the product [Br:13][C:7]1[C:6]([F:8])=[CH:5][C:4]([NH:9][C:10](=[O:12])[CH3:11])=[CH:3][C:2]=1[Cl:1], predict the reactants needed to synthesize it. The reactants are: [Cl:1][C:2]1[CH:3]=[C:4]([NH:9][C:10](=[O:12])[CH3:11])[CH:5]=[C:6]([F:8])[CH:7]=1.[Br:13]Br.